Dataset: Forward reaction prediction with 1.9M reactions from USPTO patents (1976-2016). Task: Predict the product of the given reaction. (1) The product is: [CH2:66]([O:65][C:63]([C:52]1([CH2:51][C:48]2[CH2:49][CH2:50][N:45]([CH2:38][C:39]3[CH:44]=[CH:43][CH:42]=[CH:41][CH:40]=3)[CH2:46][CH:47]=2)[CH2:56][O:55][C:54]([C:57]2[CH:62]=[CH:61][CH:60]=[CH:59][CH:58]=2)=[N:53]1)=[O:64])[C:67]1[CH:68]=[CH:69][CH:70]=[CH:71][CH:72]=1. Given the reactants C(OC(C1(CC2C=CN=CC=2)COC(C2C=CC=CC=2)=N1)=O)C1C=CC=CC=1.ClCC1C=CN=CC=1.[Cl-].[CH2:38]([N+:45]1[CH:50]=[CH:49][C:48]([CH2:51][C:52]2([C:63]([O:65][CH2:66][C:67]3[CH:72]=[CH:71][CH:70]=[CH:69][CH:68]=3)=[O:64])[CH2:56][O:55][C:54]([C:57]3[CH:62]=[CH:61][CH:60]=[CH:59][CH:58]=3)=[N:53]2)=[CH:47][CH:46]=1)[C:39]1[CH:44]=[CH:43][CH:42]=[CH:41][CH:40]=1.[BH4-].[Na+], predict the reaction product. (2) Given the reactants Br[C:2]1[CH:3]=[C:4]([C:16]([O:18][CH3:19])=[O:17])[N:5]([CH3:15])[C:6]=1[C:7]([CH:9]1[CH2:14][CH2:13][CH2:12][CH2:11][CH2:10]1)=[O:8].[C:20]([C:24]1[CH:25]=[C:26](B2OC(C)(C)C(C)(C)O2)[CH:27]=[C:28]([C:30]2([CH3:33])[CH2:32][CH2:31]2)[CH:29]=1)([CH3:23])([CH3:22])[CH3:21].C([O-])([O-])=O.[K+].[K+], predict the reaction product. The product is: [C:20]([C:24]1[CH:25]=[C:26]([C:2]2[CH:3]=[C:4]([C:16]([O:18][CH3:19])=[O:17])[N:5]([CH3:15])[C:6]=2[C:7]([CH:9]2[CH2:14][CH2:13][CH2:12][CH2:11][CH2:10]2)=[O:8])[CH:27]=[C:28]([C:30]2([CH3:33])[CH2:32][CH2:31]2)[CH:29]=1)([CH3:23])([CH3:21])[CH3:22].